This data is from Full USPTO retrosynthesis dataset with 1.9M reactions from patents (1976-2016). The task is: Predict the reactants needed to synthesize the given product. Given the product [Br:1][C:2]1[CH:3]=[C:4]([CH:7]=[CH:8][C:9]=1[OH:10])[C:5]([NH2:6])=[O:11], predict the reactants needed to synthesize it. The reactants are: [Br:1][C:2]1[CH:3]=[C:4]([CH:7]=[CH:8][C:9]=1[OH:10])[C:5]#[N:6].[OH:11]S(O)(=O)=O.